Predict the product of the given reaction. From a dataset of Forward reaction prediction with 1.9M reactions from USPTO patents (1976-2016). (1) Given the reactants [CH2:1]([O:3][C:4]([C:6]1[C:7]([OH:22])=[C:8]2[C:15]([C:16]3[CH:21]=[CH:20][CH:19]=[CH:18][CH:17]=3)=[N:14][S:13][C:9]2=[C:10](Br)[N:11]=1)=[O:5])[CH3:2].C([Sn](CCCC)(CCCC)[C:28]1[CH:33]=[CH:32][CH:31]=[CH:30][N:29]=1)CCC, predict the reaction product. The product is: [CH2:1]([O:3][C:4]([C:6]1[C:7]([OH:22])=[C:8]2[C:15]([C:16]3[CH:21]=[CH:20][CH:19]=[CH:18][CH:17]=3)=[N:14][S:13][C:9]2=[C:10]([C:28]2[CH:33]=[CH:32][CH:31]=[CH:30][N:29]=2)[N:11]=1)=[O:5])[CH3:2]. (2) Given the reactants [Cl:1][C:2]1[CH:3]=[C:4]([CH:17]=[CH:18][C:19]=1[Cl:20])[CH2:5][NH:6][C:7]([NH:9][C:10]1[S:11][CH:12]=[C:13]([CH2:15]Cl)[N:14]=1)=[O:8].[Na+].[I-:22], predict the reaction product. The product is: [Cl:1][C:2]1[CH:3]=[C:4]([CH:17]=[CH:18][C:19]=1[Cl:20])[CH2:5][NH:6][C:7]([NH:9][C:10]1[S:11][CH:12]=[C:13]([CH2:15][I:22])[N:14]=1)=[O:8]. (3) Given the reactants [C:1](=[O:4])([O-])[O-].[Na+].[Na+].Br[C:8]1[CH:39]=[CH:38][C:11]([C:12]([N:14]2[CH2:19][CH2:18][N:17]([CH2:20][CH2:21][CH2:22][N:23]3[CH2:28][CH2:27][N:26]([C:29](=[O:37])[C:30]4[CH:35]=[CH:34][C:33](Br)=[CH:32][CH:31]=4)[CH2:25][CH2:24]3)[CH2:16][CH2:15]2)=[O:13])=[CH:10][CH:9]=1.[CH:40]([O:43][C:44]1[C:49]([O:50][CH3:51])=[CH:48][C:47](B(O)O)=[CH:46][C:45]=1[O:55][CH3:56])([CH3:42])[CH3:41], predict the reaction product. The product is: [CH:40]([O:43][C:44]1[C:45]([O:55][CH3:56])=[CH:46][C:47]([C:33]2[CH:32]=[CH:31][C:30]([C:29]([N:26]3[CH2:25][CH2:24][N:23]([CH2:22][CH2:21][CH2:20][N:17]4[CH2:18][CH2:19][N:14]([C:12](=[O:13])[C:11]5[CH:10]=[CH:9][C:8]([C:47]6[CH:48]=[C:49]([O:50][CH3:51])[C:44]([O:43][CH:40]([CH3:42])[CH3:41])=[C:45]([O:55][CH3:56])[CH:46]=6)=[CH:39][CH:38]=5)[CH2:15][CH2:16]4)[CH2:28][CH2:27]3)=[O:37])=[CH:35][CH:34]=2)=[CH:48][C:49]=1[O:4][CH3:1])([CH3:42])[CH3:41]. (4) Given the reactants [F:1][C:2]([F:33])([F:32])[C:3]1[CH:4]=[C:5]([C:13]2([C:28]([F:31])([F:30])[F:29])[CH2:17][CH2:16][N:15]([C:18]3[CH:19]=[C:20]4[C:24](=[CH:25][CH:26]=3)[CH:23]([NH2:27])[CH2:22][CH2:21]4)[CH2:14]2)[CH:6]=[C:7]([C:9]([F:12])([F:11])[F:10])[CH:8]=1.C(N(CC)CC)C.[C:41](Cl)(=[O:44])[CH2:42][CH3:43], predict the reaction product. The product is: [F:33][C:2]([F:32])([F:1])[C:3]1[CH:4]=[C:5]([C:13]2([C:28]([F:31])([F:29])[F:30])[CH2:17][CH2:16][N:15]([C:18]3[CH:19]=[C:20]4[C:24](=[CH:25][CH:26]=3)[CH:23]([NH:27][C:41](=[O:44])[CH2:42][CH3:43])[CH2:22][CH2:21]4)[CH2:14]2)[CH:6]=[C:7]([C:9]([F:10])([F:11])[F:12])[CH:8]=1. (5) Given the reactants [CH:1]1([C:7]2[N:8]=[C:9]([C:15]3[C:16]([CH3:24])=[N:17][N:18]4[CH:23]=[CH:22][CH:21]=[CH:20][C:19]=34)[S:10][C:11]=2[C:12]([NH2:14])=O)[CH2:6][CH2:5][CH2:4][CH2:3][CH2:2]1.COC(OC)[N:28]([CH3:30])C.O.[NH2:34]N, predict the reaction product. The product is: [CH:1]1([C:7]2[N:8]=[C:9]([C:15]3[C:16]([CH3:24])=[N:17][N:18]4[CH:23]=[CH:22][CH:21]=[CH:20][C:19]=34)[S:10][C:11]=2[C:12]2[NH:28][CH:30]=[N:34][N:14]=2)[CH2:6][CH2:5][CH2:4][CH2:3][CH2:2]1.